Dataset: CYP2C19 inhibition data for predicting drug metabolism from PubChem BioAssay. Task: Regression/Classification. Given a drug SMILES string, predict its absorption, distribution, metabolism, or excretion properties. Task type varies by dataset: regression for continuous measurements (e.g., permeability, clearance, half-life) or binary classification for categorical outcomes (e.g., BBB penetration, CYP inhibition). Dataset: cyp2c19_veith. (1) The drug is Cc1cc(C)c(S(=O)(=O)N2CCCCC2)c(C)c1N(C)S(=O)(=O)c1ccccc1. The result is 1 (inhibitor). (2) The drug is COc1ccc2[nH]cc(CCNc3ncncc3-c3ccoc3)c2c1. The result is 1 (inhibitor). (3) The compound is Cc1cccc2c1OCC/C2=N\NC(=O)COc1ccccc1. The result is 1 (inhibitor). (4) The drug is CC(C)[C@H](N=Cc1ccccc1O)C(=O)O. The result is 0 (non-inhibitor).